Regression. Given two drug SMILES strings and cell line genomic features, predict the synergy score measuring deviation from expected non-interaction effect. From a dataset of NCI-60 drug combinations with 297,098 pairs across 59 cell lines. (1) Drug 1: CCC1=C2CN3C(=CC4=C(C3=O)COC(=O)C4(CC)O)C2=NC5=C1C=C(C=C5)O. Drug 2: CC1C(C(CC(O1)OC2CC(CC3=C2C(=C4C(=C3O)C(=O)C5=CC=CC=C5C4=O)O)(C(=O)C)O)N)O. Cell line: PC-3. Synergy scores: CSS=54.1, Synergy_ZIP=-5.60, Synergy_Bliss=-4.76, Synergy_Loewe=1.48, Synergy_HSA=2.35. (2) Drug 1: C1=NC2=C(N1)C(=S)N=C(N2)N. Drug 2: CCC1(CC2CC(C3=C(CCN(C2)C1)C4=CC=CC=C4N3)(C5=C(C=C6C(=C5)C78CCN9C7C(C=CC9)(C(C(C8N6C)(C(=O)OC)O)OC(=O)C)CC)OC)C(=O)OC)O.OS(=O)(=O)O. Cell line: BT-549. Synergy scores: CSS=35.9, Synergy_ZIP=-5.54, Synergy_Bliss=-3.44, Synergy_Loewe=-11.6, Synergy_HSA=-1.92. (3) Drug 1: CC1=C2C(C(=O)C3(C(CC4C(C3C(C(C2(C)C)(CC1OC(=O)C(C(C5=CC=CC=C5)NC(=O)OC(C)(C)C)O)O)OC(=O)C6=CC=CC=C6)(CO4)OC(=O)C)O)C)O. Drug 2: C1=CN(C=N1)CC(O)(P(=O)(O)O)P(=O)(O)O. Cell line: CAKI-1. Synergy scores: CSS=28.0, Synergy_ZIP=9.42, Synergy_Bliss=9.59, Synergy_Loewe=-4.58, Synergy_HSA=11.1. (4) Drug 1: COC1=C(C=C2C(=C1)N=CN=C2NC3=CC(=C(C=C3)F)Cl)OCCCN4CCOCC4. Drug 2: CC(C1=C(C=CC(=C1Cl)F)Cl)OC2=C(N=CC(=C2)C3=CN(N=C3)C4CCNCC4)N. Cell line: SN12C. Synergy scores: CSS=25.5, Synergy_ZIP=-5.86, Synergy_Bliss=-1.28, Synergy_Loewe=1.26, Synergy_HSA=1.82. (5) Drug 1: CCN(CC)CCNC(=O)C1=C(NC(=C1C)C=C2C3=C(C=CC(=C3)F)NC2=O)C. Cell line: MALME-3M. Drug 2: CCC1(C2=C(COC1=O)C(=O)N3CC4=CC5=C(C=CC(=C5CN(C)C)O)N=C4C3=C2)O.Cl. Synergy scores: CSS=7.08, Synergy_ZIP=-1.73, Synergy_Bliss=-0.466, Synergy_Loewe=-4.09, Synergy_HSA=-0.151.